From a dataset of Full USPTO retrosynthesis dataset with 1.9M reactions from patents (1976-2016). Predict the reactants needed to synthesize the given product. (1) Given the product [NH3:21].[CH:17]([C:20]1[S:29][C:28]2[CH2:27][C:26]3[CH:30]=[CH:31][CH:32]=[CH:33][C:25]=3[N:24]=[C:23]([N:34]3[CH2:39][CH2:38][N:37]([CH3:1])[C@@H:36]([CH2:40][CH2:41][C:42]4[CH:47]=[CH:46][C:45]([O:48][CH3:49])=[CH:44][CH:43]=4)[CH2:35]3)[C:22]=2[N:21]=1)([CH3:19])[CH3:18], predict the reactants needed to synthesize it. The reactants are: [C:1](O[BH-](OC(=O)C)OC(=O)C)(=O)C.[Na+].C=O.[CH:17]([C:20]1[S:29][C:28]2[CH2:27][C:26]3[CH:30]=[CH:31][CH:32]=[CH:33][C:25]=3[N:24]=[C:23]([N:34]3[CH2:39][CH2:38][NH:37][C@@H:36]([CH2:40][CH2:41][C:42]4[CH:47]=[CH:46][C:45]([O:48][CH3:49])=[CH:44][CH:43]=4)[CH2:35]3)[C:22]=2[N:21]=1)([CH3:19])[CH3:18].C(=O)(O)[O-].[Na+]. (2) Given the product [Cl:1][C:2]1[CH:8]=[C:7]([C:9]([F:10])([F:11])[F:12])[CH:6]=[C:5]([Cl:13])[C:3]=1[NH2:4], predict the reactants needed to synthesize it. The reactants are: [Cl:1][C:2]1[CH:8]=[C:7]([C:9]([F:12])([F:11])[F:10])[CH:6]=[CH:5][C:3]=1[NH2:4].[Cl:13]C1C=CC(C(F)(F)F)=CC=1N.CN1C(=O)CCC1.S(Cl)(Cl)(=O)=O. (3) Given the product [CH3:22][O:21][C:19](=[O:20])[C:18]([NH:10]/[C:8](=[N:9]/[C:25](=[O:2])[C:24]([O:27][CH3:28])=[O:26])/[S:7][CH3:6])=[O:23], predict the reactants needed to synthesize it. The reactants are: S(O)(O)(=O)=[O:2].[CH3:6][S:7][C:8](=[NH:10])[NH2:9].N1C=CC=CC=1.Cl[C:18](=[O:23])[C:19]([O:21][CH3:22])=[O:20].[C:24]([O:27][CH2:28]C)(=[O:26])[CH3:25]. (4) Given the product [CH3:1][O:2][C:3](=[O:15])[CH:4]([Br:16])[C:5]1[CH:10]=[CH:9][CH:8]=[C:7]([C:11]([F:12])([F:14])[F:13])[CH:6]=1, predict the reactants needed to synthesize it. The reactants are: [CH3:1][O:2][C:3](=[O:15])[CH2:4][C:5]1[CH:10]=[CH:9][CH:8]=[C:7]([C:11]([F:14])([F:13])[F:12])[CH:6]=1.[Br:16]N1C(=O)CCC1=O. (5) The reactants are: Br[CH2:2][CH2:3][CH2:4][CH2:5][C:6](Cl)=[O:7].[NH:9]1[C:17]2[C:12](=[CH:13][C:14]([C:18]3[CH:19]=[C:20]([NH2:23])[NH:21][N:22]=3)=[CH:15][CH:16]=2)[CH:11]=[CH:10]1.C(N(C(C)C)CC)(C)C.[NH:33]1[CH2:38][CH2:37][CH2:36][CH2:35][CH2:34]1.[Na+].[I-]. Given the product [NH:9]1[C:17]2[C:12](=[CH:13][C:14]([C:18]3[CH:19]=[C:20]([NH:23][C:6](=[O:7])[CH2:5][CH2:4][CH2:3][CH2:2][N:33]4[CH2:38][CH2:37][CH2:36][CH2:35][CH2:34]4)[NH:21][N:22]=3)=[CH:15][CH:16]=2)[CH:11]=[CH:10]1, predict the reactants needed to synthesize it. (6) Given the product [CH3:41][N:42]([CH3:50])[C:43]([CH:45]1[CH2:49][CH2:48][N:47]([C:2]2[CH:3]=[C:4]3[C:10]([C:11]4[CH:16]=[CH:15][CH:14]=[CH:13][C:12]=4[O:17][CH3:18])=[CH:9][N:8]([CH2:19][O:20][CH2:21][CH2:22][Si:23]([CH3:26])([CH3:25])[CH3:24])[C:5]3=[N:6][CH:7]=2)[CH2:46]1)=[O:44], predict the reactants needed to synthesize it. The reactants are: Br[C:2]1[CH:3]=[C:4]2[C:10]([C:11]3[CH:16]=[CH:15][CH:14]=[CH:13][C:12]=3[O:17][CH3:18])=[CH:9][N:8]([CH2:19][O:20][CH2:21][CH2:22][Si:23]([CH3:26])([CH3:25])[CH3:24])[C:5]2=[N:6][CH:7]=1.N1CCC[C@H]1C(O)=O.C(=O)([O-])[O-].[K+].[K+].[CH3:41][N:42]([CH3:50])[C:43]([CH:45]1[CH2:49][CH2:48][NH:47][CH2:46]1)=[O:44]. (7) Given the product [OH:37][C:7]1([C:31]2[CH:32]=[CH:33][CH:34]=[CH:35][CH:36]=2)[C:8]2[C:13](=[CH:12][CH:11]=[C:10]([O:21][CH2:22][CH2:23][CH2:24][C:25]3[CH:30]=[CH:29][CH:28]=[CH:27][CH:26]=3)[CH:9]=2)[C:14]([C:15]2[CH:16]=[CH:17][CH:18]=[CH:19][CH:20]=2)=[C:6]1[C:4]([OH:5])=[O:3], predict the reactants needed to synthesize it. The reactants are: C([O:3][C:4]([C:6]1[C:7]([OH:37])([C:31]2[CH:36]=[CH:35][CH:34]=[CH:33][CH:32]=2)[C:8]2[C:13]([C:14]=1[C:15]1[CH:20]=[CH:19][CH:18]=[CH:17][CH:16]=1)=[CH:12][CH:11]=[C:10]([O:21][CH2:22][CH2:23][CH2:24][C:25]1[CH:30]=[CH:29][CH:28]=[CH:27][CH:26]=1)[CH:9]=2)=[O:5])C.[OH-].[Na+].